This data is from Forward reaction prediction with 1.9M reactions from USPTO patents (1976-2016). The task is: Predict the product of the given reaction. The product is: [F:2][C:3]1([F:8])[CH2:7][CH2:6][N:5]([S:21]([CH:20]=[CH2:19])(=[O:23])=[O:22])[CH2:4]1. Given the reactants Cl.[F:2][C:3]1([F:8])[CH2:7][CH2:6][NH:5][CH2:4]1.CCN(C(C)C)C(C)C.Cl[CH2:19][CH2:20][S:21](Cl)(=[O:23])=[O:22], predict the reaction product.